Dataset: NCI-60 drug combinations with 297,098 pairs across 59 cell lines. Task: Regression. Given two drug SMILES strings and cell line genomic features, predict the synergy score measuring deviation from expected non-interaction effect. (1) Drug 1: CC1=C2C(C(=O)C3(C(CC4C(C3C(C(C2(C)C)(CC1OC(=O)C(C(C5=CC=CC=C5)NC(=O)OC(C)(C)C)O)O)OC(=O)C6=CC=CC=C6)(CO4)OC(=O)C)OC)C)OC. Drug 2: C1=CC(=CC=C1C#N)C(C2=CC=C(C=C2)C#N)N3C=NC=N3. Cell line: NCI-H226. Synergy scores: CSS=33.1, Synergy_ZIP=5.59, Synergy_Bliss=1.37, Synergy_Loewe=-24.6, Synergy_HSA=2.28. (2) Drug 1: C(CC(=O)O)C(=O)CN.Cl. Drug 2: C(CN)CNCCSP(=O)(O)O. Cell line: NCIH23. Synergy scores: CSS=11.7, Synergy_ZIP=-9.08, Synergy_Bliss=-7.38, Synergy_Loewe=-10.5, Synergy_HSA=-8.58. (3) Cell line: LOX IMVI. Synergy scores: CSS=4.81, Synergy_ZIP=-0.0353, Synergy_Bliss=4.79, Synergy_Loewe=0.658, Synergy_HSA=0.195. Drug 1: CN1C(=O)N2C=NC(=C2N=N1)C(=O)N. Drug 2: CC12CCC3C(C1CCC2O)C(CC4=C3C=CC(=C4)O)CCCCCCCCCS(=O)CCCC(C(F)(F)F)(F)F. (4) Synergy scores: CSS=-2.39, Synergy_ZIP=5.71, Synergy_Bliss=-0.774, Synergy_Loewe=-4.46, Synergy_HSA=-4.29. Drug 1: C1=NNC2=C1C(=O)NC=N2. Cell line: OVCAR3. Drug 2: C(CCl)NC(=O)N(CCCl)N=O.